From a dataset of Catalyst prediction with 721,799 reactions and 888 catalyst types from USPTO. Predict which catalyst facilitates the given reaction. (1) Reactant: [F:1][C:2]([F:11])([F:10])[CH2:3][N:4]1[CH2:9][CH2:8][NH:7][CH2:6][CH2:5]1.[N:12]([O-])=[O:13].[Na+].C(O)(=O)C.C(=O)([O-])[O-].[Na+].[Na+]. Product: [N:12]([N:7]1[CH2:6][CH2:5][N:4]([CH2:3][C:2]([F:1])([F:10])[F:11])[CH2:9][CH2:8]1)=[O:13]. The catalyst class is: 69. (2) Reactant: [N+:1]([C:4]1[S:12][C:7]2=[N:8][CH:9]=[CH:10][CH:11]=[C:6]2[C:5]=1[NH2:13])([O-])=O.[ClH:14].CCOC(C)=O. Product: [ClH:14].[S:12]1[C:7]2=[N:8][CH:9]=[CH:10][CH:11]=[C:6]2[C:5]([NH2:13])=[C:4]1[NH2:1]. The catalyst class is: 319.